Dataset: Peptide-MHC class II binding affinity with 134,281 pairs from IEDB. Task: Regression. Given a peptide amino acid sequence and an MHC pseudo amino acid sequence, predict their binding affinity value. This is MHC class II binding data. (1) The peptide sequence is DINVGFKAAVAAAAG. The MHC is HLA-DPA10301-DPB10402 with pseudo-sequence HLA-DPA10301-DPB10402. The binding affinity (normalized) is 0. (2) The peptide sequence is CYNAVLTHVKINDKC. The MHC is DRB1_0701 with pseudo-sequence DRB1_0701. The binding affinity (normalized) is 0.574. (3) The peptide sequence is LLFCALASSCQVAFS. The MHC is HLA-DPA10201-DPB10501 with pseudo-sequence HLA-DPA10201-DPB10501. The binding affinity (normalized) is 0. (4) The peptide sequence is ILRQLLTGGVKKGRPSLKLQ. The MHC is HLA-DQA10501-DQB10301 with pseudo-sequence HLA-DQA10501-DQB10301. The binding affinity (normalized) is 0.337.